This data is from Forward reaction prediction with 1.9M reactions from USPTO patents (1976-2016). The task is: Predict the product of the given reaction. (1) Given the reactants C(OP([CH:9]([CH2:17][C:18]1[N:19]=[CH:20][S:21][CH:22]=1)[C:10]([O:12][C:13]([CH3:16])([CH3:15])[CH3:14])=[O:11])(OCC)=O)C.[H-].[Na+].[CH2:25]=O, predict the reaction product. The product is: [S:21]1[CH:22]=[C:18]([CH2:17][C:9](=[CH2:25])[C:10]([O:12][C:13]([CH3:14])([CH3:15])[CH3:16])=[O:11])[N:19]=[CH:20]1. (2) The product is: [CH3:28][C:27]([O:26][C:25]([NH:24][CH2:23][CH2:22][NH:1][C:2]1[C:3]([C:16]([O:18][CH2:19][CH3:20])=[O:17])=[N:4][CH:5]=[C:6]([CH2:8][C:9]2[CH:10]=[CH:11][C:12]([F:15])=[CH:13][CH:14]=2)[CH:7]=1)=[O:31])([CH3:30])[CH3:29]. Given the reactants [NH2:1][C:2]1[C:3]([C:16]([O:18][CH2:19][CH3:20])=[O:17])=[N:4][CH:5]=[C:6]([CH2:8][C:9]2[CH:14]=[CH:13][C:12]([F:15])=[CH:11][CH:10]=2)[CH:7]=1.O=[CH:22][CH2:23][NH:24][C:25](=[O:31])[O:26][C:27]([CH3:30])([CH3:29])[CH3:28], predict the reaction product. (3) Given the reactants Br[C:2]1[CH:3]=[CH:4][C:5]([N:10]2[CH2:15][CH2:14][N:13]([CH3:16])[CH2:12][CH2:11]2)=[C:6]([CH:9]=1)[C:7]#[N:8].[CH3:17][C:18]1([CH3:34])[C:22]([CH3:24])([CH3:23])[O:21][B:20]([B:20]2[O:21][C:22]([CH3:24])([CH3:23])[C:18]([CH3:34])([CH3:17])[O:19]2)[O:19]1.C([O-])(=O)C.[K+].ClCCl, predict the reaction product. The product is: [CH3:16][N:13]1[CH2:14][CH2:15][N:10]([C:5]2[CH:4]=[CH:3][C:2]([B:20]3[O:21][C:22]([CH3:24])([CH3:23])[C:18]([CH3:34])([CH3:17])[O:19]3)=[CH:9][C:6]=2[C:7]#[N:8])[CH2:11][CH2:12]1. (4) Given the reactants [Li+].[F:2][C:3]1[CH:11]=[C:10]([O:12][CH2:13][C:14]2[CH:19]=[CH:18][CH:17]=[CH:16][N:15]=2)[CH:9]=[CH:8][C:4]=1[C:5]([O-:7])=O.Cl.Cl.[CH3:22][C@@H:23]1[CH2:27][CH2:26][CH2:25][N:24]1[CH2:28][C@@H:29]1[CH2:33][CH2:32][CH2:31][NH:30]1, predict the reaction product. The product is: [F:2][C:3]1[CH:11]=[C:10]([O:12][CH2:13][C:14]2[CH:19]=[CH:18][CH:17]=[CH:16][N:15]=2)[CH:9]=[CH:8][C:4]=1[C:5]([N:30]1[CH2:31][CH2:32][CH2:33][C@H:29]1[CH2:28][N:24]1[CH2:25][CH2:26][CH2:27][C@H:23]1[CH3:22])=[O:7]. (5) Given the reactants [C:1]([C:3]1[CH:4]=[C:5]([S:32]([N:35](CC2C=CC(OC)=CC=2OC)[C:36]2[S:40][N:39]=[CH:38][N:37]=2)(=[O:34])=[O:33])[CH:6]=[CH:7][C:8]=1[O:9][C:10]1[CH:15]=[CH:14][C:13]([C:16]2[CH:21]=[CH:20][C:19]([C:22]([F:25])([F:24])[F:23])=[CH:18][CH:17]=2)=[CH:12][C:11]=1[C:26]1[CH:31]=[CH:30][N:29]=[N:28][CH:27]=1)#[N:2], predict the reaction product. The product is: [C:1]([C:3]1[CH:4]=[C:5]([S:32]([NH:35][C:36]2[S:40][N:39]=[CH:38][N:37]=2)(=[O:33])=[O:34])[CH:6]=[CH:7][C:8]=1[O:9][C:10]1[CH:15]=[CH:14][C:13]([C:16]2[CH:17]=[CH:18][C:19]([C:22]([F:25])([F:23])[F:24])=[CH:20][CH:21]=2)=[CH:12][C:11]=1[C:26]1[CH:31]=[CH:30][N:29]=[N:28][CH:27]=1)#[N:2].